This data is from Catalyst prediction with 721,799 reactions and 888 catalyst types from USPTO. The task is: Predict which catalyst facilitates the given reaction. (1) Reactant: [NH2:1][C@@H:2]1[C@H:6]([NH:7][C:8]2[S:9][C:10]3[CH:16]=[C:15]([Cl:17])[CH:14]=[CH:13][C:11]=3[N:12]=2)[CH2:5][C@H:4]([OH:18])[CH2:3]1.C(N(CC)CC)C.[CH3:26][O:27][C:28]1[CH:36]=[CH:35][CH:34]=[C:33]([O:37][CH3:38])[C:29]=1[C:30](Cl)=[O:31].C(=O)(O)[O-].[Na+]. Product: [Cl:17][C:15]1[CH:14]=[CH:13][C:11]2[N:12]=[C:8]([NH:7][C@@H:6]3[CH2:5][C@H:4]([OH:18])[CH2:3][C@@H:2]3[NH:1][C:30](=[O:31])[C:29]3[C:33]([O:37][CH3:38])=[CH:34][CH:35]=[CH:36][C:28]=3[O:27][CH3:26])[S:9][C:10]=2[CH:16]=1. The catalyst class is: 98. (2) Reactant: [F:1][C:2]1[CH:3]=[N:4][C:5]([NH2:8])=[N:6][CH:7]=1.[H-].[Na+].[Cl:11][C:12]1[C:17]([N+:18]([O-:20])=[O:19])=[C:16](Cl)[CH:15]=[C:14]([CH3:22])[N:13]=1.C(O)C. Product: [Cl:11][C:12]1[C:17]([N+:18]([O-:20])=[O:19])=[C:16]([NH:8][C:5]2[N:6]=[CH:7][C:2]([F:1])=[CH:3][N:4]=2)[CH:15]=[C:14]([CH3:22])[N:13]=1. The catalyst class is: 49.